Task: Predict which catalyst facilitates the given reaction.. Dataset: Catalyst prediction with 721,799 reactions and 888 catalyst types from USPTO (1) Reactant: Cl.[NH2:2][CH2:3][C:4]1[CH:5]=[C:6]2[C:10](=[CH:11][CH:12]=1)[C:9](=[O:13])[N:8]([CH:14]1[CH2:19][CH2:18][C:17](=[O:20])[NH:16][C:15]1=[O:21])[C:7]2=[O:22].[CH3:23][O:24][C:25]1[CH:33]=[CH:32][C:28]([C:29](Cl)=[O:30])=[CH:27][CH:26]=1.CCN(C(C)C)C(C)C. Product: [O:21]=[C:15]1[CH:14]([N:8]2[C:7](=[O:22])[C:6]3[C:10](=[CH:11][CH:12]=[C:4]([CH2:3][NH:2][C:29](=[O:30])[C:28]4[CH:32]=[CH:33][C:25]([O:24][CH3:23])=[CH:26][CH:27]=4)[CH:5]=3)[C:9]2=[O:13])[CH2:19][CH2:18][C:17](=[O:20])[NH:16]1. The catalyst class is: 23. (2) Reactant: [NH:1]1[C:5]2[CH:6]=[CH:7][CH:8]=[CH:9][C:4]=2[N:3]=[C:2]1[CH2:10][N:11]([CH2:22][C:23]1[CH:30]=[CH:29][C:26]([CH:27]=O)=[CH:25][CH:24]=1)[CH:12]1[C:21]2[N:20]=[CH:19][CH:18]=[CH:17][C:16]=2[CH2:15][CH2:14][CH2:13]1.[CH3:31][NH:32][CH3:33].[BH-](OC(C)=O)(OC(C)=O)OC(C)=O.[Na+]. Product: [NH:1]1[C:5]2[CH:6]=[CH:7][CH:8]=[CH:9][C:4]=2[N:3]=[C:2]1[CH2:10][N:11]([CH2:22][C:23]1[CH:30]=[CH:29][C:26]([CH2:27][N:32]([CH3:33])[CH3:31])=[CH:25][CH:24]=1)[CH:12]1[C:21]2[N:20]=[CH:19][CH:18]=[CH:17][C:16]=2[CH2:15][CH2:14][CH2:13]1. The catalyst class is: 2. (3) Reactant: [C:1](N1C=CN=C1)(N1C=CN=C1)=[O:2].[NH2:13][C:14]1[CH:15]=[C:16]([CH:21]=[CH:22][C:23]=1[NH2:24])[C:17]([O:19][CH3:20])=[O:18].CO.O. Product: [OH:2][C:1]1[NH:24][C:23]2[CH:22]=[CH:21][C:16]([C:17]([O:19][CH3:20])=[O:18])=[CH:15][C:14]=2[N:13]=1. The catalyst class is: 60. (4) Reactant: [C:1]1([OH:7])[CH:6]=[CH:5][CH:4]=[CH:3][CH:2]=1.Cl.[CH2:9](S)[CH2:10][CH2:11][CH2:12][CH2:13][CH2:14][CH2:15][CH2:16][CH2:17][CH2:18][CH2:19][CH3:20].[C:22]1(=[O:28])[CH2:27][CH2:26][CH2:25][CH:24]=[CH:23]1.[OH-:29].[Na+]. Product: [OH:7][C:1]1[CH:6]=[CH:5][C:4]([C:10]2([C:25]3[CH:26]=[CH:27][C:22]([OH:28])=[CH:23][CH:24]=3)[CH2:11][CH2:12][CH2:13][CH:14]([C:15]3[CH:20]=[CH:19][C:18]([OH:29])=[CH:17][CH:16]=3)[CH2:9]2)=[CH:3][CH:2]=1. The catalyst class is: 5. (5) Reactant: [N+:1]([C:4]1[CH:14]=[CH:13][C:7]2[NH:8][CH2:9][CH2:10][CH2:11][O:12][C:6]=2[CH:5]=1)([O-])=O. Product: [CH:13]1[C:7]2[NH:8][CH2:9][CH2:10][CH2:11][O:12][C:6]=2[CH:5]=[C:4]([NH2:1])[CH:14]=1. The catalyst class is: 63. (6) Reactant: [N:1]1[N:2]([CH:10]([CH2:14][CH:15]([CH3:17])[CH3:16])[C:11]([OH:13])=O)[CH:3]=[C:4]2[C:9]=1[CH:8]=[CH:7][CH:6]=[CH:5]2.[NH2:18][C:19]1[S:20][CH:21]=[CH:22][N:23]=1.F[P-](F)(F)(F)(F)F.N1(OC(N(C)C)=[N+](C)C)C2C=CC=CC=2N=N1.CCN(CC)CC. Product: [N:1]1[N:2]([CH:10]([CH2:14][CH:15]([CH3:17])[CH3:16])[C:11]([NH:18][C:19]2[S:20][CH:21]=[CH:22][N:23]=2)=[O:13])[CH:3]=[C:4]2[C:9]=1[CH:8]=[CH:7][CH:6]=[CH:5]2. The catalyst class is: 3. (7) Reactant: CN(C(ON1N=NC2C=CC=NC1=2)=[N+](C)C)C.F[P-](F)(F)(F)(F)F.C([O:32][C:33]1[CH:34]=[C:35]([CH:39]=[C:40]([O:42][C@@H:43]([CH3:56])[CH2:44][O:45][Si:46]([CH:53]([CH3:55])[CH3:54])([CH:50]([CH3:52])[CH3:51])[CH:47]([CH3:49])[CH3:48])[CH:41]=1)[C:36]([OH:38])=O)C1C=CC=CC=1.[NH2:57][C:58]1[CH:62]=[CH:61][N:60]([CH3:63])[N:59]=1.CCN(C(C)C)C(C)C. Product: [OH:32][C:33]1[CH:34]=[C:35]([CH:39]=[C:40]([O:42][C@@H:43]([CH3:56])[CH2:44][O:45][Si:46]([CH:47]([CH3:48])[CH3:49])([CH:53]([CH3:55])[CH3:54])[CH:50]([CH3:52])[CH3:51])[CH:41]=1)[C:36]([NH:57][C:58]1[CH:62]=[CH:61][N:60]([CH3:63])[N:59]=1)=[O:38]. The catalyst class is: 3. (8) Reactant: [N:1]1([C:6]2[CH:12]=[CH:11][C:9]([NH2:10])=[CH:8][CH:7]=2)[CH:5]=[CH:4][N:3]=[CH:2]1.C(N(CC)CC)C.[Cl-].ClC1N(C)CC[NH+]1C.[CH3:29][O:30][C:31]1[C:32](=[O:55])[C:33]([CH3:54])=[C:34]([CH2:40][C:41]2[CH:42]=[CH:43][C:44]([O:50][C:51](=[O:53])[CH3:52])=[C:45]([CH:49]=2)[C:46](O)=[O:47])[C:35](=[O:39])[C:36]=1[O:37][CH3:38]. Product: [CH3:29][O:30][C:31]1[C:32](=[O:55])[C:33]([CH3:54])=[C:34]([CH2:40][C:41]2[CH:42]=[CH:43][C:44]([O:50][C:51](=[O:53])[CH3:52])=[C:45]([CH:49]=2)[C:46]([NH:10][C:9]2[CH:11]=[CH:12][C:6]([N:1]3[CH:5]=[CH:4][N:3]=[CH:2]3)=[CH:7][CH:8]=2)=[O:47])[C:35](=[O:39])[C:36]=1[O:37][CH3:38]. The catalyst class is: 2. (9) Reactant: [NH2:1][CH:2]([C:4]([OH:6])=[O:5])[CH3:3].[C:7](O)(=[O:9])[CH3:8].C(OC(=O)C)(=O)C. Product: [C:7]([NH:1][C@H:2]([C:4]([OH:6])=[O:5])[CH3:3])(=[O:9])[CH3:8]. The catalyst class is: 13. (10) Reactant: [S].Br[Mg][CH:4]1[CH2:6][CH2:5]1.C1COCC1.[S:12](=O)(=O)(O)O.Cl[CH2:18][C:19]1[CH:24]=[CH:23][CH:22]=[C:21]([N+:25]([O-:27])=[O:26])[CH:20]=1.C(=O)([O-])[O-].[K+].[K+]. Product: [CH:4]1([S:12][CH2:18][C:19]2[CH:24]=[CH:23][CH:22]=[C:21]([N+:25]([O-:27])=[O:26])[CH:20]=2)[CH2:6][CH2:5]1. The catalyst class is: 18.